From a dataset of Full USPTO retrosynthesis dataset with 1.9M reactions from patents (1976-2016). Predict the reactants needed to synthesize the given product. Given the product [C:1]([C:4]1[C:5]2[O:25][C:20]([CH3:22])([CH3:21])[C:19](=[O:24])[NH:18][C:6]=2[CH:7]=[C:8]([O:10][CH2:11][C:12]2[CH:17]=[CH:16][CH:15]=[CH:14][CH:13]=2)[CH:9]=1)(=[O:3])[CH3:2], predict the reactants needed to synthesize it. The reactants are: [C:1]([C:4]1[C:5]([OH:25])=[C:6]([NH:18][C:19](=[O:24])[C:20](Br)([CH3:22])[CH3:21])[CH:7]=[C:8]([O:10][CH2:11][C:12]2[CH:17]=[CH:16][CH:15]=[CH:14][CH:13]=2)[CH:9]=1)(=[O:3])[CH3:2].C(=O)([O-])[O-].[K+].[K+].